This data is from Reaction yield outcomes from USPTO patents with 853,638 reactions. The task is: Predict the reaction yield, written as a fraction of the theoretical maximum amount of product (1.0 means a 100% yield; for example, 0.34 means a 34% yield). (1) The product is [N:1]([CH2:6][C:7]1[CH:8]=[CH:9][C:10]([C:13]2([C:16]([F:19])([F:17])[F:18])[N:14]=[N:15]2)=[CH:11][CH:12]=1)=[N+:2]=[N-:3]. The reactants are [N-:1]=[N+:2]=[N-:3].[Na+].I[CH2:6][C:7]1[CH:12]=[CH:11][C:10]([C:13]2([C:16]([F:19])([F:18])[F:17])[N:15]=[N:14]2)=[CH:9][CH:8]=1. The catalyst is CO. The yield is 0.770. (2) The reactants are [F:1][C:2]1[CH:32]=[CH:31][C:5]([O:6][C:7]2[CH:30]=[CH:29][C:10]([CH2:11][NH:12][CH2:13][C:14]3[CH:15]=[C:16]([CH:26]=[CH:27][CH:28]=3)[CH2:17][NH:18][C:19](=[O:25])[O:20][C:21]([CH3:24])([CH3:23])[CH3:22])=[CH:9][CH:8]=2)=[CH:4][CH:3]=1.[Cl:33][C:34]1[C:35]([OH:45])=[C:36]([S:41](Cl)(=[O:43])=[O:42])[CH:37]=[C:38]([Cl:40])[CH:39]=1.CCN(CC)CC. The catalyst is C(Cl)Cl. The product is [Cl:33][C:34]1[C:35]([OH:45])=[C:36]([S:41]([N:12]([CH2:13][C:14]2[CH:15]=[C:16]([CH:26]=[CH:27][CH:28]=2)[CH2:17][NH:18][C:19](=[O:25])[O:20][C:21]([CH3:24])([CH3:23])[CH3:22])[CH2:11][C:10]2[CH:29]=[CH:30][C:7]([O:6][C:5]3[CH:4]=[CH:3][C:2]([F:1])=[CH:32][CH:31]=3)=[CH:8][CH:9]=2)(=[O:43])=[O:42])[CH:37]=[C:38]([Cl:40])[CH:39]=1. The yield is 0.820. (3) The reactants are [Cl:1][C:2]1[CH:10]=[C:9]2[C:5]([CH:6]=[CH:7][NH:8]2)=[CH:4][CH:3]=1.[H-].[Na+].[CH3:13][O:14][C:15]1[CH:20]=[CH:19][C:18]([S:21](Cl)(=[O:23])=[O:22])=[CH:17][C:16]=1[N:25]1[CH2:30][CH2:29][N:28]([C:31](=[O:36])[C:32]([Cl:35])([Cl:34])[Cl:33])[CH2:27][CH2:26]1. The catalyst is C1COCC1. The product is [Cl:35][C:32]([Cl:33])([Cl:34])[C:31]([N:28]1[CH2:29][CH2:30][N:25]([C:16]2[CH:17]=[C:18]([S:21]([N:8]3[C:9]4[C:5](=[CH:4][CH:3]=[C:2]([Cl:1])[CH:10]=4)[CH:6]=[CH:7]3)(=[O:22])=[O:23])[CH:19]=[CH:20][C:15]=2[O:14][CH3:13])[CH2:26][CH2:27]1)=[O:36]. The yield is 0.520. (4) The reactants are [CH2:1]([C@H:3]1[CH2:20][C:19]2[C@H:14]([CH2:15][CH2:16][C:17](=O)[CH:18]=2)[C@@H:13]2[C@@H:4]1[C@H:5]1[C@@:9]([CH2:11][CH2:12]2)([CH3:10])[C:8](=[O:22])[CH2:7][CH2:6]1)[CH3:2].O.CCOC(C)=O.CCCCCC. The catalyst is C(#N)C. The product is [CH2:1]([C@H:3]1[CH2:20][C:19]2[CH:18]=[CH:17][CH:16]=[CH:15][C:14]=2[C@@H:13]2[C@@H:4]1[C@H:5]1[C@@:9]([CH2:11][CH2:12]2)([CH3:10])[C:8](=[O:22])[CH2:7][CH2:6]1)[CH3:2]. The yield is 0.800.